This data is from NCI-60 drug combinations with 297,098 pairs across 59 cell lines. The task is: Regression. Given two drug SMILES strings and cell line genomic features, predict the synergy score measuring deviation from expected non-interaction effect. (1) Drug 1: CC1=C2C(C(=O)C3(C(CC4C(C3C(C(C2(C)C)(CC1OC(=O)C(C(C5=CC=CC=C5)NC(=O)OC(C)(C)C)O)O)OC(=O)C6=CC=CC=C6)(CO4)OC(=O)C)OC)C)OC. Drug 2: CCC1(C2=C(COC1=O)C(=O)N3CC4=CC5=C(C=CC(=C5CN(C)C)O)N=C4C3=C2)O.Cl. Cell line: HCT-15. Synergy scores: CSS=69.6, Synergy_ZIP=-5.16, Synergy_Bliss=-3.27, Synergy_Loewe=-4.09, Synergy_HSA=-1.29. (2) Drug 1: C(CC(=O)O)C(=O)CN.Cl. Drug 2: CC1C(C(CC(O1)OC2CC(CC3=C2C(=C4C(=C3O)C(=O)C5=C(C4=O)C(=CC=C5)OC)O)(C(=O)CO)O)N)O.Cl. Cell line: OVCAR-5. Synergy scores: CSS=13.9, Synergy_ZIP=-3.13, Synergy_Bliss=-6.96, Synergy_Loewe=-14.3, Synergy_HSA=-5.07. (3) Drug 1: CC1=CC=C(C=C1)C2=CC(=NN2C3=CC=C(C=C3)S(=O)(=O)N)C(F)(F)F. Drug 2: COCCOC1=C(C=C2C(=C1)C(=NC=N2)NC3=CC=CC(=C3)C#C)OCCOC.Cl. Cell line: SR. Synergy scores: CSS=-3.30, Synergy_ZIP=-0.525, Synergy_Bliss=-2.64, Synergy_Loewe=-3.07, Synergy_HSA=-3.91.